Task: Regression/Classification. Given a drug SMILES string, predict its absorption, distribution, metabolism, or excretion properties. Task type varies by dataset: regression for continuous measurements (e.g., permeability, clearance, half-life) or binary classification for categorical outcomes (e.g., BBB penetration, CYP inhibition). For this dataset (clearance_microsome_az), we predict log10(clearance) (log10 of the in vitro intrinsic clearance, CLint, in uL/min per mg of human liver microsomal protein, equivalently mL/min/g; values are censored to the assay range of 3 to 150, which is 0.477 to 2.18 on this log10 scale).. Dataset: Microsomal clearance measurements from AstraZeneca (1) The drug is N#C[C@]1(NC(=O)[C@@H](N)Cc2cccs2)C[C@H]1c1ccccc1. The log10(clearance) is 1.61. (2) The molecule is N#Cc1cc(F)c(Cl)cc1O[C@H](CCN)c1ccccc1. The log10(clearance) is 0.480. (3) The log10(clearance) is 0.900. The molecule is O=c1[nH]c2c(O)ccc([C@@H](O)CNCCSCCCNCCc3cccc(Cl)c3)c2s1. (4) The compound is CC(=O)CC(c1ccccc1)c1c(O)c2ccccc2oc1=O. The log10(clearance) is 0.720. (5) The compound is Cc1cc(NS(=O)(=O)c2ccc(N)cc2)no1. The log10(clearance) is 0.480. (6) The drug is N=C(N)c1cc2c(/C=C/c3ccc4c(c3)OCO4)cccc2s1. The log10(clearance) is 0.850.